This data is from Catalyst prediction with 721,799 reactions and 888 catalyst types from USPTO. The task is: Predict which catalyst facilitates the given reaction. (1) Reactant: [CH:1]12[CH2:9][CH:5]([CH:6]=[CH:7][CH2:8]1)[CH2:4][N:3]([C:10]([O:12][CH2:13][CH3:14])=[O:11])[CH2:2]2.B.C1C[O:19]CC1.[OH-].[Na+].OO. Product: [OH:19][CH:6]1[CH2:7][CH2:8][CH:1]2[CH2:9][CH:5]1[CH2:4][N:3]([C:10]([O:12][CH2:13][CH3:14])=[O:11])[CH2:2]2. The catalyst class is: 20. (2) Reactant: C([O:3][C:4](=[O:24])[CH2:5][NH:6][C:7]([C:9]1[CH:14]=[CH:13][C:12]([C:15]2[CH:20]=[CH:19][C:18]([Cl:21])=[CH:17][CH:16]=2)=[CH:11][C:10]=1[O:22]C)=[O:8])C.B(Br)(Br)Br. Product: [Cl:21][C:18]1[CH:17]=[CH:16][C:15]([C:12]2[CH:13]=[CH:14][C:9]([C:7]([NH:6][CH2:5][C:4]([OH:24])=[O:3])=[O:8])=[C:10]([OH:22])[CH:11]=2)=[CH:20][CH:19]=1. The catalyst class is: 2. (3) Reactant: Br[C:2]1[CH:3]=[C:4]([N+:10]([O-:12])=[O:11])[C:5]([O:8][CH3:9])=[N:6][CH:7]=1.[CH3:13][C:14]1([CH3:30])[C:18]([CH3:20])([CH3:19])[O:17][B:16]([B:16]2[O:17][C:18]([CH3:20])([CH3:19])[C:14]([CH3:30])([CH3:13])[O:15]2)[O:15]1.C([O-])(=O)C.[K+]. Product: [CH3:9][O:8][C:5]1[C:4]([N+:10]([O-:12])=[O:11])=[CH:3][C:2]([B:16]2[O:17][C:18]([CH3:20])([CH3:19])[C:14]([CH3:30])([CH3:13])[O:15]2)=[CH:7][N:6]=1. The catalyst class is: 368. (4) Reactant: [OH:1][C:2]1[CH:3]=[C:4]([CH:7]=[CH:8][C:9]=1[O:10][CH3:11])[CH:5]=[O:6].[CH:12]1[CH:17]=CC(P([C:12]2[CH:17]=CC=[CH:14][CH:13]=2)[C:12]2[CH:17]=CC=[CH:14][CH:13]=2)=[CH:14][CH:13]=1.C[C@H](O)CC. Product: [C@H:12]([O:1][C:2]1[CH:3]=[C:4]([CH:7]=[CH:8][C:9]=1[O:10][CH3:11])[CH:5]=[O:6])([CH2:13][CH3:14])[CH3:17]. The catalyst class is: 2. (5) Reactant: [C:1](=[O:22])(OC1C=CC([N+]([O-])=O)=CC=1)[O:2][CH2:3][C:4]1[CH:9]=[C:8]([CH3:10])[N:7]=[C:6]([CH3:11])[CH:5]=1.CCN(CC)CC.[CH3:30][C@@H:31]1[NH:36][CH2:35][CH2:34][N:33]([C:37]([O:39][C:40]([CH3:43])([CH3:42])[CH3:41])=[O:38])[CH2:32]1. Product: [CH3:30][C@H:31]1[CH2:32][N:33]([C:37]([O:39][C:40]([CH3:41])([CH3:43])[CH3:42])=[O:38])[CH2:34][CH2:35][N:36]1[C:1]([O:2][CH2:3][C:4]1[CH:5]=[C:6]([CH3:11])[N:7]=[C:8]([CH3:10])[CH:9]=1)=[O:22]. The catalyst class is: 3. (6) Reactant: [CH3:1][C:2]1[N:3]=[C:4]([C:12]2[CH:17]=[CH:16][CH:15]=[C:14]([C:18]([F:21])([F:20])[F:19])[CH:13]=2)[N:5]2[C:10]=1[CH:9]=[N:8][C:7]([NH2:11])=[N:6]2.Br[C:23]1[CH:24]=[C:25]([CH2:29][CH2:30][OH:31])[CH:26]=[CH:27][CH:28]=1.C(P(C(C)(C)C)C1C=CC=CC=1C1C=CC=CC=1)(C)(C)C.CC([O-])(C)C.[Na+]. Product: [CH3:1][C:2]1[N:3]=[C:4]([C:12]2[CH:17]=[CH:16][CH:15]=[C:14]([C:18]([F:21])([F:19])[F:20])[CH:13]=2)[N:5]2[C:10]=1[CH:9]=[N:8][C:7]([NH:11][C:23]1[CH:24]=[C:25]([CH2:29][CH2:30][OH:31])[CH:26]=[CH:27][CH:28]=1)=[N:6]2. The catalyst class is: 62.